The task is: Binary Classification. Given a miRNA mature sequence and a target amino acid sequence, predict their likelihood of interaction.. This data is from Experimentally validated miRNA-target interactions with 360,000+ pairs, plus equal number of negative samples. (1) The miRNA is mmu-miR-211-5p with sequence UUCCCUUUGUCAUCCUUUGCCU. The protein sequence of the target gene is MVLILGRRLNREDLGVRDSPATKRKVFEMDPKSLTGHEFFDFSSGSSHAENILQIFNEFRDSRLFTDVIICVEGKEFPCHRAVLSACSSYFRAMFCNDHRESREMLVEINGILAEAMECFLQYVYTGKVKITTENVQYLFETSSLFQISVLRDACAKFLEEQLDPCNCLGIQRFADTHSLKTLFTKCKNFALQTFEDVSQHEEFLELDKDELIDYICSDELVIGKEEMVFEAVMRWVYRAVDLRRPLLHELLTHVRLPLLHPNYFVQTVEVDQLIQNSPECYQLLHEARRYHILGNEMMS.... Result: 0 (no interaction). (2) The miRNA is mmu-miR-344e-3p with sequence GAUAUAACCAAAGCCUGACUAU. The protein sequence of the target gene is MSTASSSSSSSSSQTPHPPSQRMRRSAAGSPPAVAAAGSGNGAGGGGGVGCAPAAGAGRLLQPIRATVPYQLLRGSQHSPTRPPVAAAAASLGSLPGPGAARGPSPSSPTPPAAAAPAEQAPRAKGRPRRSPESHRRSSSPERRSPGSPVCRADKAKSQQVRTSSTIRRTSSLDTITGPYLTGQWPRDPHVHYPSCMKDKATQTPSCWAEEGAEKRSHQRSASWGSADQLKEQIAKLRQQLQRSKQSSRHSKEKDRQSPLHGNHITISHTQATGSRSVPMPLSNISVPKSSVSRVPCNVE.... Result: 0 (no interaction). (3) The miRNA is dme-miR-276a-3p with sequence UAGGAACUUCAUACCGUGCUCU. The protein sequence of the target gene is MAAPQITLSVLVIALLTCSVTAYPNGKVPMSCGGMIPQHNHSPQSEPIHQITVSQTTFKPGDQIEVTLSGPPFRGFLLEARDAENLSGPPIGSFTLIDSEESQLLTCTDVQGLAVSHTRSSKKTEIKVYWDAPSPAPDHIRFLATVVQKFKIYWVKIPSPVISQPNAPPFTTPKATTQPLTTPPSVSHLTKPFSAFECGNKKFCVRSPLNCDPEKEPACVFLSFTRDNQSVMVEMSGPSDGYVSFAFSHDQWMGDDDAYLCIREDQTVDIQPSYLTGRSYPVMDSRGTLEDMAWRLADGV.... Result: 0 (no interaction). (4) The miRNA is mmu-miR-1929-5p with sequence UUCUAGGACUUUAUAGAGCAGAG. The protein sequence of the target gene is MRARPQVCEALLFALALQTGVCYGIKWLALSKTPSALALNQTQHCKQLEGLVSAQVQLCRSNLELMHTVVHAAREVMKACRRAFADMRWNCSSIELAPNYLLDLERGTRESAFVYALSAAAISHAIARACTSGDLPGCSCGPVPGEPPGPGNRWGGCADNLSYGLLMGAKFSDAPMKVKKTGSQANKLMRLHNSEVGRQALRASLEMKCKCHGVSGSCSIRTCWKGLQELQDVAADLKTRYLSATKVVHRPMGTRKHLVPKDLDIRPVKDSELVYLQSSPDFCMKNEKVGSHGTQDRQCN.... Result: 0 (no interaction). (5) The miRNA is hsa-miR-4418 with sequence CACUGCAGGACUCAGCAG. The protein sequence of the target gene is MRTEAEAAGQPLEPGDFVQLPVPIIQQLYHWDCGLACSRMVLRYLGQLDDGEFENALQELQLTRSIWTIDLAYLMRHFGVRHRFCTQTLGVDKGYKNQSFYRKHFDTEETRVNQLFAQAKACKVQVEKCTVSVQDIQVHLAQGHVAIVLVNSGVLHCDLCSSPVKYCCFTPSGHRCFCRTPDYQGHFIVLRGYNRATGCIFYNNPAYADRMCSTSISNFEEARTSYGTDEDILFVYLDS. Result: 0 (no interaction). (6) The miRNA is hsa-miR-6716-3p with sequence UCCGAACUCUCCAUUCCUCUGC. The protein sequence of the target gene is MRLPWELLVLQSFMLCLADDYTLHGPVFVQEPSHVMFPLDSEEKKVKLSCEVKGNPKPHIRWKLNGTDVDIGMDFRYSVVEGSLLINNPNKTQDSGTYQCIATNSFGTIVSREAKLQFAYLENFKTRTRSTVSVRRGQGMVLLCGPPPHSGELSYAWIFNEHPSYQDNRRFVSQETGNLYIAKVEKADVGNYTCVVTNTVTSHQVLGPPTPLILRNDGVMGEYEPKIEVQFPETVPAEKGSTVKLECFALGNPVPTILWRRADGKPIARKARRHKSSGILEIPNFQQEDAGSYECVAENS.... Result: 0 (no interaction). (7) The miRNA is hsa-miR-4759 with sequence UAGGACUAGAUGUUGGAAUUA. The protein sequence of the target gene is MFRKKKKKRPEISAPQNFQHRVHTSFDPKEGKFVGLPPQWQNILDTLRRPKPVVDPSRITRVQLQPMKTVVRGSSVPTEGYISGLLNDIQKLSVISSNTLRGRSPTSRRRAQSLGLLGDDQWAADPDMYLQSPQSEHTDPHGLYLSCNGGTPAGHRQVPWPEPQSPQALPNGMAAKAQSLGPAEFQGASQRCLQQLGACLQSSPPGTSPPMATGRRGVKVAKHSSEEARPQSCLVGSAIGRPGGEGSPSPKNQESSLKHRLFRSMFLSTPATGAASSSKPVPLPQNKPNSAFRPPQKDSS.... Result: 0 (no interaction). (8) The miRNA is hsa-miR-6809-5p with sequence UGGCAAGGAAAGAAGAGGAUCA. The protein sequence of the target gene is MAGPCCSPWVKLLLLAAMLSASLPGDLANRCKKAQVKSCTECIRVDKSCAYCTDELFKERRCNTQAELLAAGCRGESILVMESSLEITENTQIDTSLHRSQVSPQGLQVRLRPGEERSFVFQVFEPLESPVDLYILMDFSNSMSDDLDNLKQMGQNLAKILRQLTSDYTIGFGKFVDKVSVPQTDMRPEKLKEPWPNSDPPFSFKNVISLTENVEEFWNKLQGERISGNLDAPEGGFDAILQTAVCTRDIGWRADSTHLLVFSTESAFHYEADGANVLAGIMNRNDEKCHLDASGAYTQY.... Result: 0 (no interaction).